This data is from Reaction yield outcomes from USPTO patents with 853,638 reactions. The task is: Predict the reaction yield, written as a fraction of the theoretical maximum amount of product (1.0 means a 100% yield; for example, 0.34 means a 34% yield). (1) The reactants are [CH2:1]([O:3][C:4](=[O:28])[CH2:5][N:6]([C@@H:20]1[CH2:26][CH2:25][CH2:24][CH2:23][C:22](=[O:27])[CH2:21]1)[S:7]([C:10]1[CH:19]=[CH:18][C:17]2[C:12](=[CH:13][CH:14]=[CH:15][CH:16]=2)[CH:11]=1)(=[O:9])=[O:8])[CH3:2].[BH4-].[Na+]. The catalyst is O1CCCC1CCO. The product is [CH2:1]([O:3][C:4](=[O:28])[CH2:5][N:6]([C@@H:20]1[CH2:26][CH2:25][CH2:24][CH2:23][CH:22]([OH:27])[CH2:21]1)[S:7]([C:10]1[CH:19]=[CH:18][C:17]2[C:12](=[CH:13][CH:14]=[CH:15][CH:16]=2)[CH:11]=1)(=[O:8])=[O:9])[CH3:2]. The yield is 0.850. (2) The reactants are [O:1]=[C:2]1[CH2:7][CH2:6][CH2:5][CH2:4][N:3]1[C:8]1[CH:13]=[CH:12][CH:11]=[CH:10][C:9]=1[CH2:14][CH2:15][N:16]1[CH2:20][CH2:19][CH:18]([C:21]2[CH:29]=[CH:28][CH:27]=[CH:26][C:22]=2[C:23]([OH:25])=O)[CH2:17]1.[NH:30]1[CH2:34][CH2:33][CH2:32][CH2:31]1.CN([P+](ON1N=NC2C=CC=CC1=2)(N(C)C)N(C)C)C.F[P-](F)(F)(F)(F)F. The catalyst is ClCCl. The product is [N:30]1([C:23]([C:22]2[CH:26]=[CH:27][CH:28]=[CH:29][C:21]=2[CH:18]2[CH2:19][CH2:20][N:16]([CH2:15][CH2:14][C:9]3[CH:10]=[CH:11][CH:12]=[CH:13][C:8]=3[N:3]3[CH2:4][CH2:5][CH2:6][CH2:7][C:2]3=[O:1])[CH2:17]2)=[O:25])[CH2:34][CH2:33][CH2:32][CH2:31]1. The yield is 0.120. (3) The reactants are [Br:1][C:2]1[C:3]([O:12][CH3:13])=[C:4]([CH:9]([NH2:11])[CH3:10])[CH:5]=[C:6]([Cl:8])[CH:7]=1.Br[C:15]1[N:23]=[CH:22][N:21]=[C:20]2[C:16]=1[N:17]=[CH:18][N:19]2[CH:24]1[CH2:29][CH2:28][CH2:27][CH2:26][O:25]1.C(N(CC)C(C)C)(C)C.C(=O)(O)[O-].[Na+]. The catalyst is C(O)C. The product is [Br:1][C:2]1[C:3]([O:12][CH3:13])=[C:4]([CH:9]([NH:11][C:15]2[N:23]=[CH:22][N:21]=[C:20]3[C:16]=2[N:17]=[CH:18][N:19]3[CH:24]2[CH2:29][CH2:28][CH2:27][CH2:26][O:25]2)[CH3:10])[CH:5]=[C:6]([Cl:8])[CH:7]=1. The yield is 0.980. (4) The reactants are [CH3:1][O:2][C:3]1[C:4]([N+:11]([O-:13])=[O:12])=[CH:5][C:6]([CH3:10])=[C:7]([CH:9]=1)N.Cl.N([O-])=O.[Na+].[Cu](C#N)[C:20]#[N:21].[C-]#N.[Na+]. The catalyst is CC(C)=O.O.CCOC(C)=O. The product is [CH3:1][O:2][C:3]1[C:4]([N+:11]([O-:13])=[O:12])=[CH:5][C:6]([CH3:10])=[C:7]([CH:9]=1)[C:20]#[N:21]. The yield is 0.900. (5) The reactants are [NH2:1][C:2]1[CH:10]=[CH:9][CH:8]=[C:7]([F:11])[C:3]=1[C:4]([OH:6])=O.O=S(Cl)Cl.[Cl:16][C:17]1[CH:23]=[CH:22][CH:21]=[CH:20][C:18]=1[NH2:19].C(Cl)(Cl)Cl. The catalyst is C1C=CC=CC=1. The product is [NH2:1][C:2]1[CH:10]=[CH:9][CH:8]=[C:7]([F:11])[C:3]=1[C:4]([NH:19][C:18]1[CH:20]=[CH:21][CH:22]=[CH:23][C:17]=1[Cl:16])=[O:6]. The yield is 0.600. (6) The reactants are [OH:1][C:2]1[CH:9]=[C:8]([OH:10])[CH:7]=[CH:6][C:3]=1[CH:4]=O.C([O-])(=O)C.[Na+].[N+:16](CC)([O-])=O. The catalyst is C(O)(=O)C. The product is [OH:1][C:2]1[CH:9]=[C:8]([OH:10])[CH:7]=[CH:6][C:3]=1[C:4]#[N:16]. The yield is 0.590.